From a dataset of Reaction yield outcomes from USPTO patents with 853,638 reactions. Predict the reaction yield, written as a fraction of the theoretical maximum amount of product (1.0 means a 100% yield; for example, 0.34 means a 34% yield). (1) The reactants are Br[C:2]1[CH:7]=[CH:6][CH:5]=[C:4]([Br:8])[C:3]=1[CH:9]1[O:14]CCCO1.[Li][CH2:16]CCC.CI. The catalyst is C1COCC1. The product is [Br:8][C:4]1[CH:5]=[CH:6][CH:7]=[C:2]([CH3:16])[C:3]=1[CH:9]=[O:14]. The yield is 0.960. (2) The reactants are [C:1]([O:5][C:6]([NH:8][C@H:9]([C:13]1[CH:18]=[CH:17][C:16](OCC(OC)OCC)=[CH:15][CH:14]=1)[C:10]([OH:12])=[O:11])=[O:7])([CH3:4])([CH3:3])[CH3:2].[OH-].[Na+].O.[C:30](OC(OC(OC(C)(C)C)=O)=O)([CH3:33])(C)[CH3:31]. The catalyst is O1CCOCC1. The product is [C:1]([O:5][C:6]([NH:8][CH:9]([C:13]1[CH:14]=[CH:15][C:16]([CH:33]2[CH2:30][CH2:31]2)=[CH:17][CH:18]=1)[C:10]([OH:12])=[O:11])=[O:7])([CH3:2])([CH3:3])[CH3:4]. The yield is 0.110.